Regression. Given two drug SMILES strings and cell line genomic features, predict the synergy score measuring deviation from expected non-interaction effect. From a dataset of NCI-60 drug combinations with 297,098 pairs across 59 cell lines. (1) Drug 1: C1=NC2=C(N=C(N=C2N1C3C(C(C(O3)CO)O)F)Cl)N. Drug 2: C1=CC=C(C=C1)NC(=O)CCCCCCC(=O)NO. Cell line: PC-3. Synergy scores: CSS=12.7, Synergy_ZIP=-5.49, Synergy_Bliss=-1.54, Synergy_Loewe=-3.51, Synergy_HSA=-2.89. (2) Drug 1: CC1=C(N=C(N=C1N)C(CC(=O)N)NCC(C(=O)N)N)C(=O)NC(C(C2=CN=CN2)OC3C(C(C(C(O3)CO)O)O)OC4C(C(C(C(O4)CO)O)OC(=O)N)O)C(=O)NC(C)C(C(C)C(=O)NC(C(C)O)C(=O)NCCC5=NC(=CS5)C6=NC(=CS6)C(=O)NCCC[S+](C)C)O. Drug 2: COC1=C2C(=CC3=C1OC=C3)C=CC(=O)O2. Cell line: HL-60(TB). Synergy scores: CSS=18.3, Synergy_ZIP=-5.44, Synergy_Bliss=-2.06, Synergy_Loewe=-4.77, Synergy_HSA=-1.22. (3) Drug 1: C1CCN(CC1)CCOC2=CC=C(C=C2)C(=O)C3=C(SC4=C3C=CC(=C4)O)C5=CC=C(C=C5)O. Drug 2: C1CC(C1)(C(=O)O)C(=O)O.[NH2-].[NH2-].[Pt+2]. Cell line: SK-MEL-2. Synergy scores: CSS=22.3, Synergy_ZIP=-6.00, Synergy_Bliss=4.54, Synergy_Loewe=2.19, Synergy_HSA=1.80. (4) Drug 1: C1CCC(CC1)NC(=O)N(CCCl)N=O. Drug 2: C1CN(CCN1C(=O)CCBr)C(=O)CCBr. Cell line: SN12C. Synergy scores: CSS=29.4, Synergy_ZIP=-5.50, Synergy_Bliss=5.27, Synergy_Loewe=4.59, Synergy_HSA=5.47. (5) Drug 1: CNC(=O)C1=CC=CC=C1SC2=CC3=C(C=C2)C(=NN3)C=CC4=CC=CC=N4. Drug 2: C1=CC(=CC=C1C#N)C(C2=CC=C(C=C2)C#N)N3C=NC=N3. Cell line: T-47D. Synergy scores: CSS=1.84, Synergy_ZIP=0.615, Synergy_Bliss=3.03, Synergy_Loewe=1.76, Synergy_HSA=2.08. (6) Drug 1: CCC1=CC2CC(C3=C(CN(C2)C1)C4=CC=CC=C4N3)(C5=C(C=C6C(=C5)C78CCN9C7C(C=CC9)(C(C(C8N6C)(C(=O)OC)O)OC(=O)C)CC)OC)C(=O)OC.C(C(C(=O)O)O)(C(=O)O)O. Drug 2: CC(C)NC(=O)C1=CC=C(C=C1)CNNC.Cl. Cell line: HOP-92. Synergy scores: CSS=39.0, Synergy_ZIP=5.87, Synergy_Bliss=6.53, Synergy_Loewe=-21.3, Synergy_HSA=8.43. (7) Drug 1: CCC1(CC2CC(C3=C(CCN(C2)C1)C4=CC=CC=C4N3)(C5=C(C=C6C(=C5)C78CCN9C7C(C=CC9)(C(C(C8N6C=O)(C(=O)OC)O)OC(=O)C)CC)OC)C(=O)OC)O.OS(=O)(=O)O. Drug 2: C1C(C(OC1N2C=NC3=C(N=C(N=C32)Cl)N)CO)O. Cell line: NCI-H460. Synergy scores: CSS=6.86, Synergy_ZIP=-5.92, Synergy_Bliss=-4.34, Synergy_Loewe=-5.74, Synergy_HSA=-4.03. (8) Drug 1: CCCCC(=O)OCC(=O)C1(CC(C2=C(C1)C(=C3C(=C2O)C(=O)C4=C(C3=O)C=CC=C4OC)O)OC5CC(C(C(O5)C)O)NC(=O)C(F)(F)F)O. Drug 2: CC(C)(C#N)C1=CC(=CC(=C1)CN2C=NC=N2)C(C)(C)C#N. Cell line: A549. Synergy scores: CSS=18.3, Synergy_ZIP=21.6, Synergy_Bliss=19.8, Synergy_Loewe=18.8, Synergy_HSA=19.7. (9) Drug 1: CC1=C2C(C(=O)C3(C(CC4C(C3C(C(C2(C)C)(CC1OC(=O)C(C(C5=CC=CC=C5)NC(=O)OC(C)(C)C)O)O)OC(=O)C6=CC=CC=C6)(CO4)OC(=O)C)OC)C)OC. Drug 2: COC1=C2C(=CC3=C1OC=C3)C=CC(=O)O2. Cell line: ACHN. Synergy scores: CSS=22.6, Synergy_ZIP=0.0803, Synergy_Bliss=-3.59, Synergy_Loewe=-28.7, Synergy_HSA=-4.61.